The task is: Regression. Given two drug SMILES strings and cell line genomic features, predict the synergy score measuring deviation from expected non-interaction effect.. This data is from NCI-60 drug combinations with 297,098 pairs across 59 cell lines. (1) Drug 1: CC1OCC2C(O1)C(C(C(O2)OC3C4COC(=O)C4C(C5=CC6=C(C=C35)OCO6)C7=CC(=C(C(=C7)OC)O)OC)O)O. Drug 2: C1C(C(OC1N2C=NC3=C2NC=NCC3O)CO)O. Cell line: MOLT-4. Synergy scores: CSS=45.4, Synergy_ZIP=-2.52, Synergy_Bliss=-6.24, Synergy_Loewe=-10.3, Synergy_HSA=-5.11. (2) Drug 1: CC1OCC2C(O1)C(C(C(O2)OC3C4COC(=O)C4C(C5=CC6=C(C=C35)OCO6)C7=CC(=C(C(=C7)OC)O)OC)O)O. Drug 2: COCCOC1=C(C=C2C(=C1)C(=NC=N2)NC3=CC=CC(=C3)C#C)OCCOC.Cl. Cell line: HCT-15. Synergy scores: CSS=41.0, Synergy_ZIP=0.706, Synergy_Bliss=1.92, Synergy_Loewe=-6.75, Synergy_HSA=2.06.